Dataset: Reaction yield outcomes from USPTO patents with 853,638 reactions. Task: Predict the reaction yield, written as a fraction of the theoretical maximum amount of product (1.0 means a 100% yield; for example, 0.34 means a 34% yield). (1) The reactants are C[Al](C)C.[Cl:5][C:6]1[CH:7]=[C:8]([NH2:13])[CH:9]=[CH:10][C:11]=1[CH3:12].C([O:16][C:17]([C@H:19]1[CH2:24][CH2:23][CH2:22][N:21]([C:25](=[O:33])[C:26]2[CH:31]=[CH:30][CH:29]=[CH:28][C:27]=2[CH3:32])[C@H:20]1[C:34]1[CH:39]=[CH:38][C:37]([NH:40][CH:41]2[CH2:45][CH2:44][CH2:43][CH2:42]2)=[CH:36][CH:35]=1)=O)C. The catalyst is ClC(Cl)C.C(Cl)Cl. The product is [Cl:5][C:6]1[CH:7]=[C:8]([NH:13][C:17]([C@H:19]2[CH2:24][CH2:23][CH2:22][N:21]([C:25](=[O:33])[C:26]3[CH:31]=[CH:30][CH:29]=[CH:28][C:27]=3[CH3:32])[C@H:20]2[C:34]2[CH:39]=[CH:38][C:37]([NH:40][CH:41]3[CH2:45][CH2:44][CH2:43][CH2:42]3)=[CH:36][CH:35]=2)=[O:16])[CH:9]=[CH:10][C:11]=1[CH3:12]. The yield is 0.500. (2) The reactants are [CH2:1]1[CH:5]2[CH2:6][NH:7][CH2:8][CH:4]2[CH2:3][N:2]1[C:9]1[N:14]=[CH:13][C:12]([C:15]([O:17][CH2:18][CH3:19])=[O:16])=[CH:11][N:10]=1.[CH:20]1[C:29]2[C:24](=[CH:25][CH:26]=[CH:27][CH:28]=2)[CH:23]=[CH:22][C:21]=1[C:30](Cl)=[O:31].O. The catalyst is N1C=CC=CC=1. The product is [CH:20]1[C:29]2[C:24](=[CH:25][CH:26]=[CH:27][CH:28]=2)[CH:23]=[CH:22][C:21]=1[C:30]([N:7]1[CH2:6][CH:5]2[CH2:1][N:2]([C:9]3[N:14]=[CH:13][C:12]([C:15]([O:17][CH2:18][CH3:19])=[O:16])=[CH:11][N:10]=3)[CH2:3][CH:4]2[CH2:8]1)=[O:31]. The yield is 0.710. (3) The reactants are [F:1][C:2]1[CH:7]=[CH:6][C:5]([NH:8][C:9]2[C:14]([C:15]3[C:23]4[C:18](=[C:19]([O:24]C)[N:20]=[CH:21][CH:22]=4)[N:17]([CH3:26])[CH:16]=3)=[CH:13][C:12]([N+:27]([O-:29])=[O:28])=[CH:11][N:10]=2)=[CH:4][CH:3]=1.Cl. The catalyst is O1CCOCC1. The product is [F:1][C:2]1[CH:7]=[CH:6][C:5]([NH:8][C:9]2[C:14]([C:15]3[C:23]4[CH:22]=[CH:21][NH:20][C:19](=[O:24])[C:18]=4[N:17]([CH3:26])[CH:16]=3)=[CH:13][C:12]([N+:27]([O-:29])=[O:28])=[CH:11][N:10]=2)=[CH:4][CH:3]=1. The yield is 1.00. (4) The yield is 0.940. The catalyst is C(O)C. The product is [Br:1][C:2]1[CH:7]=[CH:6][C:5]2[N:8]([C:9]3[CH:10]=[CH:11][C:12]([O:15][CH2:16][CH3:17])=[CH:13][CH:14]=3)[CH:19]=[N:18][C:4]=2[CH:3]=1. The reactants are [Br:1][C:2]1[CH:3]=[C:4]([NH2:18])[C:5]([NH:8][C:9]2[CH:14]=[CH:13][C:12]([O:15][CH2:16][CH3:17])=[CH:11][CH:10]=2)=[CH:6][CH:7]=1.[C:19](O)(=O)C.C(N)=N. (5) The reactants are [NH2:1][C:2]1[CH:10]=[C:9]([O:11][CH2:12][C:13]2[CH:18]=[CH:17][CH:16]=[CH:15][CH:14]=2)[C:8]([O:19][CH3:20])=[CH:7][C:3]=1[C:4]([NH2:6])=[O:5].[CH3:21]N(C=NC=[N+](C)C)C.[Cl-].C([O-])(=O)C.[Na+].CC(OCC1C2C(=CC=CC=2)C(COC(C)=O)=C2C=1C=CC=C2)=O. The catalyst is O1CCOCC1. The product is [CH2:12]([O:11][C:9]1[CH:10]=[C:2]2[C:3]([C:4](=[O:5])[NH:6][CH:21]=[N:1]2)=[CH:7][C:8]=1[O:19][CH3:20])[C:13]1[CH:14]=[CH:15][CH:16]=[CH:17][CH:18]=1. The yield is 0.840. (6) The reactants are [OH:1][C:2]1[CH:3]=[C:4]([CH:10]=[CH:11][C:12]=1O)[C:5]([O:7][CH2:8][CH3:9])=[O:6].Br[CH2:15][CH3:16].[C:17]([O-])([O-])=O.[K+].[K+].CN([CH:26]=[O:27])C. No catalyst specified. The product is [CH2:15]([O:1][C:2]1[CH:3]=[C:4]([CH:10]=[CH:11][C:12]=1[O:27][CH2:26][CH3:17])[C:5]([O:7][CH2:8][CH3:9])=[O:6])[CH3:16]. The yield is 0.900. (7) The reactants are Cl[C:2]1[N:7]=[CH:6][N:5]=[C:4]([NH:8][C:9]2[CH:14]=[CH:13][CH:12]=[CH:11][CH:10]=2)[CH:3]=1.[F:15][C:16]1[CH:21]=[C:20]([N+:22]([O-:24])=[O:23])[CH:19]=[CH:18][C:17]=1[OH:25].C(=O)(O)[O-].[Na+]. The catalyst is O(C1C=CC=CC=1)C1C=CC=CC=1.C(Cl)Cl. The product is [F:15][C:16]1[CH:21]=[C:20]([N+:22]([O-:24])=[O:23])[CH:19]=[CH:18][C:17]=1[O:25][C:2]1[N:7]=[CH:6][N:5]=[C:4]([NH:8][C:9]2[CH:14]=[CH:13][CH:12]=[CH:11][CH:10]=2)[CH:3]=1. The yield is 0.970.